Dataset: Full USPTO retrosynthesis dataset with 1.9M reactions from patents (1976-2016). Task: Predict the reactants needed to synthesize the given product. The reactants are: [CH3:1][O:2][C:3]1[CH:8]=[CH:7][CH:6]=[CH:5][C:4]=1[C:9]1[CH:10]=[C:11]2[C:16](=[CH:17][CH:18]=1)[NH:15][C:14]([CH3:20])([CH3:19])[CH:13]=[C:12]2[CH3:21].[Br:22]N1C(=O)CCC1=O. Given the product [Br:22][CH2:21][C:12]1[C:11]2[C:16](=[CH:17][CH:18]=[C:9]([C:4]3[CH:5]=[CH:6][CH:7]=[CH:8][C:3]=3[O:2][CH3:1])[CH:10]=2)[NH:15][C:14]([CH3:20])([CH3:19])[CH:13]=1, predict the reactants needed to synthesize it.